The task is: Predict which catalyst facilitates the given reaction.. This data is from Catalyst prediction with 721,799 reactions and 888 catalyst types from USPTO. (1) Reactant: [C:1]([O:5][C:6]([N:8]1[CH2:13][CH2:12][CH:11]([C:14]2[N:19]=[C:18]([C:20]([O:22]CC)=[O:21])[CH:17]=[CH:16][CH:15]=2)[CH2:10][CH2:9]1)=[O:7])([CH3:4])([CH3:3])[CH3:2].O.[OH-].[Li+]. Product: [C:1]([O:5][C:6]([N:8]1[CH2:9][CH2:10][CH:11]([C:14]2[N:19]=[C:18]([C:20]([OH:22])=[O:21])[CH:17]=[CH:16][CH:15]=2)[CH2:12][CH2:13]1)=[O:7])([CH3:4])([CH3:2])[CH3:3]. The catalyst class is: 30. (2) Reactant: [Li]CCCC.[N:6]([C:9]([C:12]1[CH:17]=[CH:16][C:15](Br)=[CH:14][CH:13]=1)([CH3:11])[CH3:10])=[N+:7]=[N-:8].CON(C)[C:22](=[O:29])[CH2:23][C:24]1[S:25][CH:26]=[CH:27][CH:28]=1. Product: [N:6]([C:9]([C:12]1[CH:17]=[CH:16][C:15]([C:22](=[O:29])[CH2:23][C:24]2[S:25][CH:26]=[CH:27][CH:28]=2)=[CH:14][CH:13]=1)([CH3:11])[CH3:10])=[N+:7]=[N-:8]. The catalyst class is: 1. (3) Reactant: [Cl:1][C:2]1[CH:3]=[C:4]([CH:9]=[CH:10][CH:11]=1)[C:5]([NH:7][OH:8])=[NH:6].[CH:12]1([N:15]2[C:19]([CH2:20][CH:21]([CH3:25])[C:22](O)=O)=[CH:18][N:17]=[C:16]2[C:26]2[CH:31]=[CH:30][N:29]=[CH:28][CH:27]=2)[CH2:14][CH2:13]1.CCN=C=NCCCN(C)C.Cl.C1C=C2N=NN(O)C2=CC=1.O. Product: [Cl:1][C:2]1[CH:3]=[C:4]([C:5]2[N:6]=[C:22]([CH:21]([CH3:25])[CH2:20][C:19]3[N:15]([CH:12]4[CH2:14][CH2:13]4)[C:16]([C:26]4[CH:27]=[CH:28][N:29]=[CH:30][CH:31]=4)=[N:17][CH:18]=3)[O:8][N:7]=2)[CH:9]=[CH:10][CH:11]=1. The catalyst class is: 136. (4) Reactant: [O:1]=[C:2]1[CH2:6][CH:5]([C:7]2[CH:12]=[C:11]([F:13])[C:10]([F:14])=[C:9]([F:15])[CH:8]=2)[CH2:4][N:3]1[CH2:16][N:17]1[CH:21]=[C:20](C#N)[N:19]=[CH:18]1.[NH3:24].[CH3:25]O. Product: [NH2:24][CH2:25][C:21]1[N:17]([CH2:16][N:3]2[CH2:4][CH:5]([C:7]3[CH:12]=[C:11]([F:13])[C:10]([F:14])=[C:9]([F:15])[CH:8]=3)[CH2:6][C:2]2=[O:1])[CH:18]=[N:19][CH:20]=1. The catalyst class is: 45. (5) Reactant: [CH:1]1([CH2:4][CH2:5][NH:6][C:7]([C:9]2[CH:10]=[CH:11][C:12]([C:15]3[CH2:16][CH2:17][NH:18][CH2:19][CH:20]=3)=[N:13][CH:14]=2)=[O:8])[CH2:3][CH2:2]1.[F:21][C:22]([F:33])([F:32])[C:23]1[CH:31]=[CH:30][CH:29]=[CH:28][C:24]=1[C:25](Cl)=[O:26].C(N(CC)CC)C. Product: [CH:1]1([CH2:4][CH2:5][NH:6][C:7]([C:9]2[CH:10]=[CH:11][C:12]([C:15]3[CH2:16][CH2:17][N:18]([C:25](=[O:26])[C:24]4[CH:28]=[CH:29][CH:30]=[CH:31][C:23]=4[C:22]([F:21])([F:32])[F:33])[CH2:19][CH:20]=3)=[N:13][CH:14]=2)=[O:8])[CH2:3][CH2:2]1. The catalyst class is: 4. (6) Reactant: [C:1]([O:5][C:6]([N:8]1[CH2:13][CH2:12][CH:11]([NH2:14])[CH2:10][CH2:9]1)=[O:7])([CH3:4])([CH3:3])[CH3:2].[C:15](N1C=CN=C1)(N1C=CN=C1)=[S:16]. Product: [C:1]([O:5][C:6]([N:8]1[CH2:13][CH2:12][CH:11]([N:14]=[C:15]=[S:16])[CH2:10][CH2:9]1)=[O:7])([CH3:4])([CH3:2])[CH3:3]. The catalyst class is: 9. (7) Reactant: [CH3:1][N:2]([CH2:4][C:5]1([C:11]2[CH:16]=[CH:15][C:14]([OH:17])=[CH:13][CH:12]=2)[CH2:10][CH2:9][O:8][CH2:7][CH2:6]1)[CH3:3].Cl[CH2:19][CH2:20][N:21]1[CH2:25][CH2:24][CH2:23][CH2:22]1.CN(C=O)C.C([O-])([O-])=O.[K+].[K+]. Product: [CH3:3][N:2]([CH3:1])[CH2:4][C:5]1([C:11]2[CH:16]=[CH:15][C:14]([O:17][CH2:19][CH2:20][N:21]3[CH2:25][CH2:24][CH2:23][CH2:22]3)=[CH:13][CH:12]=2)[CH2:6][CH2:7][O:8][CH2:9][CH2:10]1. The catalyst class is: 6.